This data is from Full USPTO retrosynthesis dataset with 1.9M reactions from patents (1976-2016). The task is: Predict the reactants needed to synthesize the given product. (1) Given the product [CH:6]1[CH:7]=[CH:8][CH:9]=[C:10]2[C:5]=1[C:4]1[CH2:17][C:16]3[CH:7]=[CH:6][CH:5]=[CH:4][C:3]=3[C:3]=1[N:2]=[CH:1]2, predict the reactants needed to synthesize it. The reactants are: [CH:1]1[C:10]2[C:5](=[CH:6][CH:7]=[CH:8][CH:9]=2)[CH:4]=[CH:3][N:2]=1.C([SiH]([CH2:16][CH3:17])CC)C. (2) Given the product [Cl:1][C:2]1[CH:3]=[CH:4][C:5]([N:11]2[CH2:15][CH2:14][CH2:13][CH2:12]2)=[C:6]([CH:9]=1)[CH:7]=[O:8], predict the reactants needed to synthesize it. The reactants are: [Cl:1][C:2]1[CH:3]=[CH:4][C:5](F)=[C:6]([CH:9]=1)[CH:7]=[O:8].[NH:11]1[CH2:15][CH2:14][CH2:13][CH2:12]1.C(=O)([O-])[O-].[K+].[K+].CS(C)=O.